Task: Regression. Given two drug SMILES strings and cell line genomic features, predict the synergy score measuring deviation from expected non-interaction effect.. Dataset: NCI-60 drug combinations with 297,098 pairs across 59 cell lines Drug 1: COC1=CC(=CC(=C1O)OC)C2C3C(COC3=O)C(C4=CC5=C(C=C24)OCO5)OC6C(C(C7C(O6)COC(O7)C8=CC=CS8)O)O. Drug 2: CC1=C2C(C(=O)C3(C(CC4C(C3C(C(C2(C)C)(CC1OC(=O)C(C(C5=CC=CC=C5)NC(=O)OC(C)(C)C)O)O)OC(=O)C6=CC=CC=C6)(CO4)OC(=O)C)O)C)O. Cell line: SW-620. Synergy scores: CSS=28.8, Synergy_ZIP=-18.8, Synergy_Bliss=-16.2, Synergy_Loewe=-14.0, Synergy_HSA=-11.6.